The task is: Predict the reactants needed to synthesize the given product.. This data is from Full USPTO retrosynthesis dataset with 1.9M reactions from patents (1976-2016). (1) Given the product [Cl:1][C:2]1[CH:3]=[CH:4][C:5]2[C:11](=[O:12])[NH:10][C:9]3[CH:13]=[C:14]([CH2:17][CH2:18][O:19][C:22]4[CH:23]=[CH:24][CH:25]=[CH:26][N:21]=4)[CH:15]=[CH:16][C:8]=3[NH:7][C:6]=2[CH:20]=1, predict the reactants needed to synthesize it. The reactants are: [Cl:1][C:2]1[CH2:3][CH2:4][C:5]2[C:11](=[O:12])[NH:10][C:9]3[CH:13]=[C:14]([CH2:17][CH2:18][OH:19])[CH:15]=[CH:16][C:8]=3[NH:7][C:6]=2[CH:20]=1.[NH:21]1[CH:26]=[CH:25][CH:24]=[CH:23][C:22]1=O.C1C=CC(P(C2C=CC=CC=2)C2C=CC=CC=2)=CC=1.N(C(OC(C)(C)C)=O)=NC(OC(C)(C)C)=O. (2) The reactants are: Br[C:2]1[CH:3]=[N:4][CH:5]=[C:6]2[C:11]=1[NH:10][C:9](=[O:12])[CH:8]=[CH:7]2.[F:13][C:14]1[CH:15]=[C:16]([C:29]2[CH:30]=[N:31][N:32]([CH3:34])[CH:33]=2)[CH:17]=[CH:18][C:19]=1B1OC(C)(C)C(C)(C)O1.[O-]P([O-])([O-])=O.[K+].[K+].[K+]. Given the product [F:13][C:14]1[CH:15]=[C:16]([C:29]2[CH:30]=[N:31][N:32]([CH3:34])[CH:33]=2)[CH:17]=[CH:18][C:19]=1[C:2]1[CH:3]=[N:4][CH:5]=[C:6]2[C:11]=1[N:10]=[C:9]([OH:12])[CH:8]=[CH:7]2, predict the reactants needed to synthesize it. (3) Given the product [F:29][C:30]1[CH:35]=[CH:34][C:33]([C:7]2[C:16]3[C:11](=[CH:12][C:13]([OH:17])=[CH:14][CH:15]=3)[O:10][C:9]([CH3:25])([CH3:26])[CH:8]=2)=[CH:32][CH:31]=1, predict the reactants needed to synthesize it. The reactants are: FC(F)(F)S(O[C:7]1[C:16]2[C:11](=[CH:12][C:13]([O:17][Si](C(C)(C)C)(C)C)=[CH:14][CH:15]=2)[O:10][C:9]([CH3:26])([CH3:25])[CH:8]=1)(=O)=O.[F:29][C:30]1[CH:35]=[CH:34][C:33](B(O)O)=[CH:32][CH:31]=1. (4) Given the product [O:25]1[CH2:26][CH:27]=[C:28]([C:2]2[C:3]([O:8][C:9]3[CH:14]=[CH:13][C:12]([NH:15][C:16]4[O:17][C:18]5[CH:24]=[CH:23][CH:22]=[CH:21][C:19]=5[N:20]=4)=[CH:11][CH:10]=3)=[N:4][CH:5]=[CH:6][CH:7]=2)[CH2:29][CH2:30]1, predict the reactants needed to synthesize it. The reactants are: Br[C:2]1[C:3]([O:8][C:9]2[CH:14]=[CH:13][C:12]([NH:15][C:16]3[O:17][C:18]4[CH:24]=[CH:23][CH:22]=[CH:21][C:19]=4[N:20]=3)=[CH:11][CH:10]=2)=[N:4][CH:5]=[CH:6][CH:7]=1.[O:25]1[CH2:30][CH:29]=[C:28](B2OC(C)(C)C(C)(C)O2)[CH2:27][CH2:26]1.C(O)(O)=O.COCCOC. (5) Given the product [CH3:18][O:4][C:3](=[O:5])[CH:2]([NH2:1])[CH2:6][C:7]1[CH:16]=[CH:15][C:14]2[C:9](=[CH:10][CH:11]=[CH:12][CH:13]=2)[CH:8]=1, predict the reactants needed to synthesize it. The reactants are: [NH2:1][CH:2]([CH2:6][C:7]1[CH:16]=[CH:15][C:14]2[C:9](=[CH:10][CH:11]=[CH:12][CH:13]=2)[CH:8]=1)[C:3]([OH:5])=[O:4].Cl.[CH3:18]O. (6) Given the product [CH2:1]([O:3][C:4](=[O:32])[CH:5]([NH2:29])[CH2:6][C:7]1[C:15]2[C:10](=[CH:11][CH:12]=[C:13]([C:16]3[CH:21]=[CH:20][C:19]([O:22][C:23]4[CH:24]=[CH:25][CH:26]=[CH:27][CH:28]=4)=[CH:18][CH:17]=3)[CH:14]=2)[NH:9][CH:8]=1)[CH3:2], predict the reactants needed to synthesize it. The reactants are: [CH2:1]([O:3][C:4](=[O:32])[CH:5]([N+:29]([O-])=O)[CH2:6][C:7]1[C:15]2[C:10](=[CH:11][CH:12]=[C:13]([C:16]3[CH:21]=[CH:20][C:19]([O:22][C:23]4[CH:28]=[CH:27][CH:26]=[CH:25][CH:24]=4)=[CH:18][CH:17]=3)[CH:14]=2)[NH:9][CH:8]=1)[CH3:2]. (7) Given the product [F:23][C:24]([F:29])([F:28])[C:25]([OH:27])=[O:26].[Cl:17][C:13]1[CH:14]=[C:15]2[C:10](=[CH:11][C:12]=1[CH:18]1[CH2:22][CH2:21][O:20][CH2:19]1)[CH2:9][NH:8][CH2:16]2, predict the reactants needed to synthesize it. The reactants are: C(OC([N:8]1[CH2:16][C:15]2[C:10](=[CH:11][C:12]([CH:18]3[CH2:22][CH2:21][O:20][CH2:19]3)=[C:13]([Cl:17])[CH:14]=2)[CH2:9]1)=O)(C)(C)C.[F:23][C:24]([F:29])([F:28])[C:25]([OH:27])=[O:26].